From a dataset of Full USPTO retrosynthesis dataset with 1.9M reactions from patents (1976-2016). Predict the reactants needed to synthesize the given product. (1) Given the product [NH2:1][C:2]1[C:3]2[C:10]([C:11]([C:13]3[CH:14]=[CH:15][C:16]([O:31][CH3:32])=[C:17]([NH:19][C:20]([NH:22][C:23]4[CH:28]=[CH:27][C:26]([Cl:29])=[CH:25][C:24]=4[Cl:30])=[O:21])[CH:18]=3)=[O:12])=[CH:9][N:8]([CH:33]([CH3:35])[CH3:34])[C:4]=2[N:5]=[CH:6][N:7]=1.[S:43]([O-:46])(=[O:45])(=[O:44])[CH3:42], predict the reactants needed to synthesize it. The reactants are: [NH2:1][C:2]1[C:3]2[C:10]([C:11]([C:13]3[CH:14]=[CH:15][C:16]([O:31][CH3:32])=[C:17]([NH:19][C:20]([NH:22][C:23]4[CH:28]=[CH:27][C:26]([Cl:29])=[CH:25][C:24]=4[Cl:30])=[O:21])[CH:18]=3)=[O:12])=[CH:9][N:8]([CH:33]([CH3:35])[CH3:34])[C:4]=2[N:5]=[CH:6][N:7]=1.C(O)C.ClCCl.[CH3:42][S:43]([OH:46])(=[O:45])=[O:44]. (2) The reactants are: [C:1]1([N:7]2[CH2:12][CH2:11][C:10](=O)[CH2:9][CH2:8]2)[CH:6]=[CH:5][CH:4]=[CH:3][CH:2]=1.Cl.[NH2:15][OH:16]. Given the product [C:1]1([N:7]2[CH2:12][CH2:11][C:10](=[N:15][OH:16])[CH2:9][CH2:8]2)[CH:6]=[CH:5][CH:4]=[CH:3][CH:2]=1, predict the reactants needed to synthesize it. (3) Given the product [N+:1]([C:4]1[CH:5]=[C:6]([N:10]2[CH:14]=[CH:13][N:12]=[N:11]2)[CH:7]=[CH:8][CH:9]=1)([O-:3])=[O:2], predict the reactants needed to synthesize it. The reactants are: [N+:1]([C:4]1[CH:5]=[C:6]([N:10]2[CH:14]=[C:13]([Si](C)(C)C)[N:12]=[N:11]2)[CH:7]=[CH:8][CH:9]=1)([O-:3])=[O:2].C1COCC1. (4) Given the product [NH2:1][C:2]1[C:3]([C:18]2[CH:27]=[CH:26][C:21]([C:22]([O:24][CH3:25])=[O:23])=[C:20]([F:28])[CH:19]=2)=[N:4][C:5]([CH:8]2[CH2:17][CH2:16][C:11]3([O:15][CH2:14][CH2:13][O:12]3)[CH2:10][CH2:9]2)=[CH:6][N:7]=1, predict the reactants needed to synthesize it. The reactants are: [NH2:1][C:2]1[C:3]([C:18]2[CH:27]=[CH:26][C:21]([C:22]([O:24][CH3:25])=[O:23])=[C:20]([F:28])[CH:19]=2)=[N:4][C:5]([C:8]2[CH2:17][CH2:16][C:11]3([O:15][CH2:14][CH2:13][O:12]3)[CH2:10][CH:9]=2)=[CH:6][N:7]=1.[H][H]. (5) Given the product [Si:1]([O:8][CH2:9][C@@H:10]1[CH:15]=[C:14]([I:16])[C@H:13]([OH:17])[CH2:12][N:11]1[C:18]([O:20][C:21]([CH3:24])([CH3:23])[CH3:22])=[O:19])([C:4]([CH3:7])([CH3:6])[CH3:5])([CH3:3])[CH3:2], predict the reactants needed to synthesize it. The reactants are: [Si:1]([O:8][CH2:9][C@@H:10]1[CH:15]=[C:14]([I:16])[C:13](=[O:17])[CH2:12][N:11]1[C:18]([O:20][C:21]([CH3:24])([CH3:23])[CH3:22])=[O:19])([C:4]([CH3:7])([CH3:6])[CH3:5])([CH3:3])[CH3:2].[Si](OC[C@@H]1C=C(C)[C@H](O)CN1C(OC(C)(C)C)=O)(C(C)(C)C)(C)C.